This data is from Forward reaction prediction with 1.9M reactions from USPTO patents (1976-2016). The task is: Predict the product of the given reaction. (1) Given the reactants [I:1][C:2]1[CH:3]=[C:4]2[C:9](=[CH:10][CH:11]=1)[N:8]([CH3:12])[C:7](=[O:13])[NH:6][C:5]2=[O:14].C(=O)([O-])[O-].[Cs+].[Cs+].[C:21]([O:25][C:26](=[O:35])[C:27]1[CH:32]=[CH:31][C:30]([CH2:33]Br)=[CH:29][CH:28]=1)([CH3:24])([CH3:23])[CH3:22].O, predict the reaction product. The product is: [I:1][C:2]1[CH:3]=[C:4]2[C:9](=[CH:10][CH:11]=1)[N:8]([CH3:12])[C:7](=[O:13])[N:6]([CH2:33][C:30]1[CH:31]=[CH:32][C:27]([C:26]([O:25][C:21]([CH3:22])([CH3:24])[CH3:23])=[O:35])=[CH:28][CH:29]=1)[C:5]2=[O:14]. (2) Given the reactants C(OC(=O)[NH:7][CH2:8][CH2:9][N:10]1[C:14]([NH:15]CC2C=CC=CC=2)=[C:13]([N+:23]([O-])=O)[C:12]([Br:26])=[N:11]1)(C)(C)C, predict the reaction product. The product is: [BrH:26].[NH2:7][CH2:8][CH2:9][N:10]1[C:14]([NH2:15])=[C:13]([NH2:23])[CH:12]=[N:11]1.[BrH:26].